Dataset: Full USPTO retrosynthesis dataset with 1.9M reactions from patents (1976-2016). Task: Predict the reactants needed to synthesize the given product. (1) The reactants are: [NH2:1][C:2]1[C:3]2[C:10]([F:11])=[CH:9][N:8]([C@@H:12]3[O:16][C:15]([CH2:19][OH:20])([CH2:17][OH:18])[C@@H:14]([O:21][Si:22]([C:25]([CH3:28])([CH3:27])[CH3:26])([CH3:24])[CH3:23])[CH2:13]3)[C:4]=2[N:5]=[CH:6][N:7]=1.I(C1C=CC=CC=1C(O)=O)(=O)=O. Given the product [NH2:1][C:2]1[C:3]2[C:10]([F:11])=[CH:9][N:8]([C@@H:12]3[O:16][C@@:15]([CH2:19][OH:20])([CH:17]=[O:18])[C@@H:14]([O:21][Si:22]([C:25]([CH3:28])([CH3:27])[CH3:26])([CH3:23])[CH3:24])[CH2:13]3)[C:4]=2[N:5]=[CH:6][N:7]=1, predict the reactants needed to synthesize it. (2) Given the product [O:2]1[C:6]2([CH2:11][CH2:10][CH:9]([CH:12]([NH:15][S:17]([CH3:16])(=[O:19])=[O:18])[CH2:13][CH3:14])[CH2:8][CH2:7]2)[O:5][CH2:4][CH2:3]1, predict the reactants needed to synthesize it. The reactants are: Cl.[O:2]1[C:6]2([CH2:11][CH2:10][CH:9]([CH:12]([NH2:15])[CH2:13][CH3:14])[CH2:8][CH2:7]2)[O:5][CH2:4][CH2:3]1.[CH3:16][S:17](Cl)(=[O:19])=[O:18]. (3) The reactants are: Cl[C:2]1[C:7]([Cl:8])=[CH:6][C:5]([C:9]([F:12])([F:11])[F:10])=[CH:4][N:3]=1.O.[NH2:14][NH2:15]. Given the product [Cl:8][C:7]1[C:2]([NH:14][NH2:15])=[N:3][CH:4]=[C:5]([C:9]([F:12])([F:11])[F:10])[CH:6]=1, predict the reactants needed to synthesize it. (4) The reactants are: [OH:1][C:2]1[CH:7]=[CH:6][C:5]([CH:8]=[C:9]([O:13][CH3:14])[C:10]([OH:12])=[O:11])=[CH:4][CH:3]=1.C[O-].[Na+:17].[H][H]. Given the product [OH:1][C:2]1[CH:3]=[CH:4][C:5]([CH2:8][CH:9]([O:13][CH3:14])[C:10]([O-:12])=[O:11])=[CH:6][CH:7]=1.[Na+:17], predict the reactants needed to synthesize it.